Dataset: Forward reaction prediction with 1.9M reactions from USPTO patents (1976-2016). Task: Predict the product of the given reaction. Given the reactants [CH3:1][O:2][CH2:3][CH2:4][O:5][C:6]1[CH:39]=[CH:38][C:9]([CH2:10][O:11][C:12]2[CH:17]=[CH:16][CH:15]=[CH:14][C:13]=2[C:18]2[N:23]=[C:22]([N:24]3[C:28]([C:29]([F:32])([F:31])[F:30])=[C:27]([C:33]([O:35]CC)=[O:34])[CH:26]=[N:25]3)[CH:21]=[CH:20][CH:19]=2)=[CH:8][CH:7]=1.[OH-].[Na+], predict the reaction product. The product is: [CH3:1][O:2][CH2:3][CH2:4][O:5][C:6]1[CH:7]=[CH:8][C:9]([CH2:10][O:11][C:12]2[CH:17]=[CH:16][CH:15]=[CH:14][C:13]=2[C:18]2[N:23]=[C:22]([N:24]3[C:28]([C:29]([F:30])([F:31])[F:32])=[C:27]([C:33]([OH:35])=[O:34])[CH:26]=[N:25]3)[CH:21]=[CH:20][CH:19]=2)=[CH:38][CH:39]=1.